Task: Predict the reactants needed to synthesize the given product.. Dataset: Full USPTO retrosynthesis dataset with 1.9M reactions from patents (1976-2016) (1) The reactants are: [F:1][C:2]1[CH:7]=[C:6](B2OC(C)(C)C(C)(C)O2)[CH:5]=[CH:4][C:3]=1[C:17]1[CH:18]=[N:19][C:20]([NH2:23])=[N:21][CH:22]=1.Br[C:25]1[C:26]([S:31]([CH:34]([CH3:36])[CH3:35])(=[O:33])=[O:32])=[N:27][CH:28]=[CH:29][CH:30]=1. Given the product [F:1][C:2]1[CH:7]=[C:6]([C:25]2[C:26]([S:31]([CH:34]([CH3:36])[CH3:35])(=[O:32])=[O:33])=[N:27][CH:28]=[CH:29][CH:30]=2)[CH:5]=[CH:4][C:3]=1[C:17]1[CH:22]=[N:21][C:20]([NH2:23])=[N:19][CH:18]=1, predict the reactants needed to synthesize it. (2) Given the product [CH3:1][O:2][C:3]1[CH:4]=[C:5]2[C:10](=[CH:11][C:12]=1[O:13][CH3:14])[N:9]=[CH:8][CH:7]=[C:6]2[O:15][C:16]1[CH:22]=[CH:21][C:19]([NH:20][C:31]([NH:52][C@@H:50]([C:46]2[CH:47]=[CH:48][CH:49]=[C:44]([O:43][CH3:42])[CH:45]=2)[CH3:51])=[O:33])=[CH:18][CH:17]=1, predict the reactants needed to synthesize it. The reactants are: [CH3:1][O:2][C:3]1[CH:4]=[C:5]2[C:10](=[CH:11][C:12]=1[O:13][CH3:14])[N:9]=[CH:8][CH:7]=[C:6]2[O:15][C:16]1[CH:22]=[CH:21][C:19]([NH2:20])=[CH:18][CH:17]=1.C(N(CC)CC)C.Cl[C:31](Cl)([O:33]C(=O)OC(Cl)(Cl)Cl)Cl.[CH3:42][O:43][C:44]1[CH:45]=[C:46]([C@H:50]([NH2:52])[CH3:51])[CH:47]=[CH:48][CH:49]=1. (3) Given the product [CH:1]1([O:6][C:7]2[N:15]=[C:14]3[C:10]([N:11]=[CH:12][NH:13]3)=[C:9]([NH2:21])[N:8]=2)[CH2:2][CH2:3][CH2:4][CH2:5]1, predict the reactants needed to synthesize it. The reactants are: [CH:1]1([O:6][C:7]2[N:15]=[C:14]3[C:10]([N:11]=[CH:12][N:13]3C3CCCO3)=[C:9]([NH2:21])[N:8]=2)[CH2:5][CH2:4][CH2:3][CH2:2]1.C(Cl)Cl.C([SiH](CC)CC)C.